From a dataset of Reaction yield outcomes from USPTO patents with 853,638 reactions. Predict the reaction yield, written as a fraction of the theoretical maximum amount of product (1.0 means a 100% yield; for example, 0.34 means a 34% yield). (1) The reactants are [Br-].[O:2]1[CH2:6][CH2:5][O:4][CH:3]1[CH2:7][CH2:8][P+](C1C=CC=CC=1)(C1C=CC=CC=1)C1C=CC=CC=1.[H-].[Na+].[F:30][C:31]1[CH:32]=[CH:33][C:34]([O:39][CH3:40])=[C:35]([CH:38]=1)[CH:36]=O.[Cl-].[NH4+]. The catalyst is C1COCC1. The product is [F:30][C:31]1[CH:32]=[CH:33][C:34]([O:39][CH3:40])=[C:35]([CH:36]=[CH:8][CH:7]2[O:2][CH2:6][CH2:5][O:4][CH2:3]2)[CH:38]=1. The yield is 0.660. (2) The product is [Br:1][C:2]1[CH:3]=[C:4]([CH:5]=[C:6]([I:8])[CH:7]=1)[NH2:9]. The yield is 0.960. The catalyst is C(O)(=O)C.C(OCC)(=O)C.[Fe]. The reactants are [Br:1][C:2]1[CH:3]=[C:4]([N+:9]([O-])=O)[CH:5]=[C:6]([I:8])[CH:7]=1. (3) The product is [CH3:9][S:8][C:4]1[N:3]=[C:2]([C:18]2[CH:19]=[N:20][NH:21][CH:22]=2)[CH:7]=[CH:6][N:5]=1. The yield is 0.710. The reactants are Cl[C:2]1[CH:7]=[CH:6][N:5]=[C:4]([S:8][CH3:9])[N:3]=1.CC1(C)C(C)(C)OB([C:18]2[CH:19]=[N:20][NH:21][CH:22]=2)O1.C([O-])([O-])=O.[Na+].[Na+]. The catalyst is C1C=CC([P]([Pd]([P](C2C=CC=CC=2)(C2C=CC=CC=2)C2C=CC=CC=2)([P](C2C=CC=CC=2)(C2C=CC=CC=2)C2C=CC=CC=2)[P](C2C=CC=CC=2)(C2C=CC=CC=2)C2C=CC=CC=2)(C2C=CC=CC=2)C2C=CC=CC=2)=CC=1.C1(C)C=CC=CC=1.CCO.O. (4) The reactants are [CH2:1]([O:3][C:4]([C:6]1[CH:7]=[N:8][N:9]([C:11]2[N:20]([CH2:21][O:22][CH2:23][CH2:24][Si:25]([CH3:28])([CH3:27])[CH3:26])[C:19](=[O:29])[C:18]3[C:13](=[CH:14][CH:15]=[C:16]([NH2:30])[CH:17]=3)[N:12]=2)[CH:10]=1)=[O:5])[CH3:2].[CH:31](=O)[C:32]1[CH:37]=[CH:36][CH:35]=[CH:34][CH:33]=1.C(O[BH-](OC(=O)C)OC(=O)C)(=O)C.[Na+]. The catalyst is ClCCCl. The product is [CH2:1]([O:3][C:4]([C:6]1[CH:7]=[N:8][N:9]([C:11]2[N:20]([CH2:21][O:22][CH2:23][CH2:24][Si:25]([CH3:28])([CH3:27])[CH3:26])[C:19](=[O:29])[C:18]3[C:13](=[CH:14][CH:15]=[C:16]([NH:30][CH2:31][C:32]4[CH:37]=[CH:36][CH:35]=[CH:34][CH:33]=4)[CH:17]=3)[N:12]=2)[CH:10]=1)=[O:5])[CH3:2]. The yield is 0.900. (5) The reactants are [OH:1][C:2]1[CH:14]=[C:13]2[C:5]([C:6]3[CH:7]=[CH:8][C:9]([NH:15][C:16](=[O:22])[O:17][C:18]([CH3:21])([CH3:20])[CH3:19])=[CH:10][C:11]=3[NH:12]2)=[CH:4][CH:3]=1.C(=O)([O-])[O-].[K+].[K+].F[C:30]1[CH:35]=[CH:34][C:33]([N+:36]([O-:38])=[O:37])=[CH:32][CH:31]=1. The catalyst is CN(C=O)C.O. The product is [N+:36]([C:33]1[CH:34]=[CH:35][C:30]([O:1][C:2]2[CH:14]=[C:13]3[C:5]([C:6]4[CH:7]=[CH:8][C:9]([NH:15][C:16](=[O:22])[O:17][C:18]([CH3:19])([CH3:21])[CH3:20])=[CH:10][C:11]=4[NH:12]3)=[CH:4][CH:3]=2)=[CH:31][CH:32]=1)([O-:38])=[O:37]. The yield is 0.440. (6) The reactants are [OH:1][C:2]1[N:6]([C:7]2[CH:12]=[C:11]([C:13]#[N:14])[CH:10]=[CH:9][N:8]=2)[N:5]=[CH:4][CH:3]=1.[CH3:15][O:16][C:17]1[CH:18]=[C:19]([CH:22]=[CH:23][CH:24]=1)[CH2:20]O. No catalyst specified. The product is [CH3:15][O:16][C:17]1[CH:18]=[C:19]([CH:22]=[CH:23][CH:24]=1)[CH2:20][O:1][C:2]1[N:6]([C:7]2[CH:12]=[C:11]([C:13]#[N:14])[CH:10]=[CH:9][N:8]=2)[N:5]=[CH:4][CH:3]=1. The yield is 0.130.